This data is from Forward reaction prediction with 1.9M reactions from USPTO patents (1976-2016). The task is: Predict the product of the given reaction. (1) Given the reactants [N:1]1[C:10]2[CH2:9][CH2:8][CH2:7][CH2:6][C:5]=2[N:4]=[CH:3][CH:2]=1.[Br:11]NC(=O)CCC(N)=O.C(OOC(=O)C1C=CC=CC=1)(=O)C1C=CC=CC=1, predict the reaction product. The product is: [Br:11][CH:9]1[CH2:8][CH2:7][CH2:6][C:5]2[N:4]=[CH:3][CH:2]=[N:1][C:10]1=2. (2) The product is: [CH2:1]([C:4]1[CH:5]=[C:6]([CH2:12][O:13][CH3:17])[CH:7]=[CH:8][C:9]=1[O:10][CH3:11])[CH:2]=[CH2:3]. Given the reactants [CH2:1]([C:4]1[CH:5]=[C:6]([CH2:12][OH:13])[CH:7]=[CH:8][C:9]=1[O:10][CH3:11])[CH:2]=[CH2:3].[H-].[Na+].I[CH3:17], predict the reaction product.